From a dataset of Catalyst prediction with 721,799 reactions and 888 catalyst types from USPTO. Predict which catalyst facilitates the given reaction. (1) Reactant: [Br:1][C:2]1[CH:3]=[CH:4][C:5]([OH:15])=[C:6]([O:8][C:9](=[O:14])[C:10]([CH3:13])([CH3:12])[CH3:11])[CH:7]=1.[CH2:16]1[CH2:26]CN2C(=NCCC2)C[CH2:17]1.BrC(C)C.O. Product: [Br:1][C:2]1[CH:3]=[CH:4][C:5]([O:15][CH:16]([CH3:26])[CH3:17])=[C:6]([O:8][C:9](=[O:14])[C:10]([CH3:11])([CH3:12])[CH3:13])[CH:7]=1. The catalyst class is: 9. (2) The catalyst class is: 24. Reactant: [CH:1]12[O:8][CH:7]1[CH2:6][CH2:5][CH2:4][N:3]([C:9]([O:11][CH2:12][C:13]1[CH:18]=[CH:17][CH:16]=[CH:15][CH:14]=1)=[O:10])[CH2:2]2.[NH4+].[Cl-].[N-:21]=[N+:22]=[N-:23].[Na+]. Product: [N:21]([CH:7]1[CH2:6][CH2:5][CH2:4][N:3]([C:9]([O:11][CH2:12][C:13]2[CH:18]=[CH:17][CH:16]=[CH:15][CH:14]=2)=[O:10])[CH2:2][CH:1]1[OH:8])=[N+:22]=[N-:23]. (3) Product: [Cl:24][C:9]1[C:5]([N:4]([CH2:1][CH2:2][CH3:3])[CH2:14][CH2:15][CH3:16])=[N:6][NH:7][C:8]=1[C:10]([F:12])([F:13])[F:11]. The catalyst class is: 3. Reactant: [CH2:1]([N:4]([CH2:14][CH2:15][CH3:16])[C:5]1[CH:9]=[C:8]([C:10]([F:13])([F:12])[F:11])[NH:7][N:6]=1)[CH2:2][CH3:3].C1C(=O)N([Cl:24])C(=O)C1.[NH4+].[Cl-].CCOC(C)=O. (4) Reactant: [CH3:1][C:2]1[CH:3]=[CH:4][C:5]([C:16]([NH:18][C:19]2[CH:20]=[C:21]3[C:25](=[CH:26][CH:27]=2)[N:24]([C:28](=[O:36])[CH2:29][C:30]2[CH:35]=[CH:34][CH:33]=[CH:32][N:31]=2)[CH2:23][CH2:22]3)=[O:17])=[C:6]([NH:8]C(=O)OC(C)(C)C)[CH:7]=1.FC(F)(F)C(O)=O.C(OCC)(=O)C.C(=O)([O-])[O-].[K+].[K+]. Product: [NH2:8][C:6]1[CH:7]=[C:2]([CH3:1])[CH:3]=[CH:4][C:5]=1[C:16]([NH:18][C:19]1[CH:20]=[C:21]2[C:25](=[CH:26][CH:27]=1)[N:24]([C:28](=[O:36])[CH2:29][C:30]1[CH:35]=[CH:34][CH:33]=[CH:32][N:31]=1)[CH2:23][CH2:22]2)=[O:17]. The catalyst class is: 46. (5) Reactant: C(Cl)(=O)C(Cl)=O.[CH3:7][O:8][C:9](=[O:19])[C:10]1[CH:18]=[CH:17][C:13]([C:14]([OH:16])=O)=[CH:12][CH:11]=1.[C:20]([NH:23][NH2:24])(=[O:22])[CH3:21].CCN(CC)CC. Product: [CH3:7][O:8][C:9](=[O:19])[C:10]1[CH:11]=[CH:12][C:13]([C:14]([NH:24][NH:23][C:20](=[O:22])[CH3:21])=[O:16])=[CH:17][CH:18]=1. The catalyst class is: 34. (6) Reactant: [F:1][C:2]1[CH:21]=[CH:20][C:5]([C:6]([NH:8][C:9]2[C:18]([OH:19])=[CH:17][CH:16]=[CH:15][C:10]=2[C:11]([O:13][CH3:14])=[O:12])=O)=[CH:4][CH:3]=1.C1(C)C=CC(S(O)(=O)=O)=CC=1.C([O-])(O)=O.[Na+]. Product: [F:1][C:2]1[CH:21]=[CH:20][C:5]([C:6]2[O:19][C:18]3[C:9](=[C:10]([C:11]([O:13][CH3:14])=[O:12])[CH:15]=[CH:16][CH:17]=3)[N:8]=2)=[CH:4][CH:3]=1. The catalyst class is: 113.